From a dataset of NCI-60 drug combinations with 297,098 pairs across 59 cell lines. Regression. Given two drug SMILES strings and cell line genomic features, predict the synergy score measuring deviation from expected non-interaction effect. Drug 1: C1CCC(CC1)NC(=O)N(CCCl)N=O. Drug 2: B(C(CC(C)C)NC(=O)C(CC1=CC=CC=C1)NC(=O)C2=NC=CN=C2)(O)O. Cell line: HCT116. Synergy scores: CSS=20.0, Synergy_ZIP=-1.41, Synergy_Bliss=2.23, Synergy_Loewe=4.97, Synergy_HSA=4.94.